This data is from NCI-60 drug combinations with 297,098 pairs across 59 cell lines. The task is: Regression. Given two drug SMILES strings and cell line genomic features, predict the synergy score measuring deviation from expected non-interaction effect. Drug 1: CC1=C(C=C(C=C1)C(=O)NC2=CC(=CC(=C2)C(F)(F)F)N3C=C(N=C3)C)NC4=NC=CC(=N4)C5=CN=CC=C5. Drug 2: CCN(CC)CCCC(C)NC1=C2C=C(C=CC2=NC3=C1C=CC(=C3)Cl)OC. Cell line: MCF7. Synergy scores: CSS=14.0, Synergy_ZIP=-0.619, Synergy_Bliss=-6.31, Synergy_Loewe=-7.47, Synergy_HSA=-5.53.